From a dataset of Forward reaction prediction with 1.9M reactions from USPTO patents (1976-2016). Predict the product of the given reaction. (1) The product is: [Br:1][C:2]1[CH:7]=[CH:6][C:5]([F:8])=[C:4]([CH2:9][Br:11])[C:3]=1[Cl:10]. Given the reactants [Br:1][C:2]1[C:3]([Cl:10])=[C:4]([CH3:9])[C:5]([F:8])=[CH:6][CH:7]=1.[Br:11]N1C(=O)CCC1=O.C(OOC(=O)C1C=CC=CC=1)(=O)C1C=CC=CC=1, predict the reaction product. (2) Given the reactants [CH:1]1[CH:2]=[CH:3][C:4]([CH:7]([N:15]2[CH2:20][CH2:19][N:18]([CH2:21][CH2:22][O:23][CH2:24][C:25]([OH:27])=[O:26])[CH2:17][CH2:16]2)[C:8]2[CH:9]=[CH:10][C:11]([Cl:14])=[CH:12][CH:13]=2)=[CH:5][CH:6]=1.C1(C(N2CCN(CCO)CC2)C2C=CC([Cl:41])=CC=2)C=CC=CC=1.[K].CC([O-])(C)C.[K+].[Cl:58]CC([O-])=O.[Na+], predict the reaction product. The product is: [CH:1]1[CH:2]=[CH:3][C:4]([CH:7]([N:15]2[CH2:20][CH2:19][N:18]([CH2:21][CH2:22][O:23][CH2:24][C:25]([OH:27])=[O:26])[CH2:17][CH2:16]2)[C:8]2[CH:9]=[CH:10][C:11]([Cl:14])=[CH:12][CH:13]=2)=[CH:5][CH:6]=1.[ClH:41].[ClH:58]. (3) Given the reactants Br[C:2]1[CH:3]=[C:4]2[C@:15]3([CH2:19][O:18][C:17]([NH2:20])=[N:16]3)[C:14]3[C:9](=[CH:10][CH:11]=[C:12]([C:21]4[CH:22]=[N:23][CH:24]=[CH:25][CH:26]=4)[CH:13]=3)[O:8][C:5]2=[N:6][CH:7]=1.C(N[CH:31]([CH3:33])[CH3:32])(C)C.[CH3:34]N(C=O)C.[C:39](OCC)(=O)[CH3:40], predict the reaction product. The product is: [CH3:34][C:31]([CH3:32])([CH3:33])[C:39]#[C:40][C:2]1[CH:3]=[C:4]2[C@:15]3([CH2:19][O:18][C:17]([NH2:20])=[N:16]3)[C:14]3[C:9](=[CH:10][CH:11]=[C:12]([C:21]4[CH:22]=[N:23][CH:24]=[CH:25][CH:26]=4)[CH:13]=3)[O:8][C:5]2=[N:6][CH:7]=1. (4) Given the reactants Br[C:2]1[CH:7]=[CH:6][CH:5]=[CH:4][C:3]=1[O:8][C:9]([F:12])([F:11])[F:10].C([Li])(C)(C)C.[B:18](OC(C)C)([O:23]C(C)C)[O:19]C(C)C.[OH-].[Na+], predict the reaction product. The product is: [F:10][C:9]([F:12])([F:11])[O:8][C:3]1[CH:4]=[CH:5][CH:6]=[CH:7][C:2]=1[B:18]([OH:23])[OH:19].